This data is from Experimentally validated miRNA-target interactions with 360,000+ pairs, plus equal number of negative samples. The task is: Binary Classification. Given a miRNA mature sequence and a target amino acid sequence, predict their likelihood of interaction. (1) The miRNA is gga-let-7a-5p with sequence UGAGGUAGUAGGUUGUAUAGUU. The protein sequence of the target gene is MAYRVLGRAGPPQPRRARRLLFAFTLSLSCTYLCYSFLCCCDDLGRSRLLGAPRCLRGPSAGGQKLLQKSRPCDPSGPTPSEPSAPSAPAAAVPAPRLSGSNHSGSPKLGTKRLPQALIVGVKKGGTRAVLEFIRVHPDVRALGTEPHFFDRNYGRGLDWYRSLMPRTLESQITLEKTPSYFVTQEAPRRIFNMSRDTKLIVVVRNPVTRAISDYTQTLSKKPDIPTFEGLSFRNRTLGLVDVSWNAIRIGMYVLHLESWLQYFPLAQIHFVSGERLITDPAGEMGRVQDFLGIKRFITD.... Result: 0 (no interaction). (2) The protein sequence of the target gene is MPIGSKERPTFFEIFKTRCNKADLGPISLNWFEELSSEAPPYNSEPAEESEHKNNNYEPNLFKTPQRKPSYNQLASTPIIFKEQGLTLPLYQSPVKELDKFKLDLGRNVPNSRHKSLRTVKTKMDQADDVSCPLLNSCLSESPVVLQCTHVTPQRDKSVVCGSLFHTPKFVKGRQTPKHISESLGAEVDPDMSWSSSLATPPTLSSTVLIVRNEEASETVFPHDTTANVKSYFSNHDESLKKNDRFIASVTDSENTNQREAASHGFGKTSGNSFKVNSCKDHIGKSMPNVLEDEVYETVV.... The miRNA is hsa-miR-526b-5p with sequence CUCUUGAGGGAAGCACUUUCUGU. Result: 1 (interaction). (3) The miRNA is hsa-miR-6777-3p with sequence UCCACUCUCCUGGCCCCCAG. The protein sequence of the target gene is MKMSIRTPPRLLELAGRSVLRDQALAMSTLEELPTELFPPLFMEAFSRRRCEALKLMVQAWPFRRLPLRPLIKMPCLETFQAVLNGLDALLTHGVRPRRWKLQVLDLQDVCENFWMVWSEAMARGCFLNAKRNKKPVQDCPRMRGRQPLTVFVELWLKNRTLDEHLTCLLLWVKQRKDLLHLCCKKLKILGMPFRNIRSILKMVNLDCIQEVEVNCKWVLPILTQFTPYLGHMRNLQKLVLSHMDVSRYVSPEQKKEIVTQFTTQFLKLHCLQKLYMNSVSFLEGHLDQLLSCLKTSLKV.... Result: 1 (interaction). (4) The protein sequence of the target gene is MGPLPVCLPIMLLLLLPSLLLLLLLPGPGSGEASRILRVHRRGILELAGTVGCVGPRTPIAYMKYGCFCGLGGHGQPRDAIDWCCHGHDCCYTRAEEAGCSPKTERYSWQCVNQSVLCGPAENKCQELLCKCDQEIANCLAQTEYNLKYLFYPQFLCEPDSPKCD. Result: 0 (no interaction). The miRNA is bta-miR-145 with sequence GUCCAGUUUUCCCAGGAAUCCCU. (5) The miRNA is gga-miR-23b-5p with sequence GGGUUCCUGGCAUGAUGAUUU. The protein sequence of the target gene is MWRVLFLLSGLGGLRMDSNFDSLPVQITVPEKIRSIIKEGIESQASYKIVIEGKPYTVNLMQKNFLPHNFRVYSYSGTGIMKPLDQDFQNFCHYQGYIEGYPKSVVMVSTCTGLRGVLQFENVSYGIEPLESSVGFEHVIYQVKHKKADVSLYNEKDIESRDLSFKLQSVEPQQDFAKYIEMHVIVEKQLYNHMGSDTTVVAQKVFQLIGLTNAIFVSFNITIILSSLELWIDENKIATTGEANELLHTFLRWKTSYLVLRPHDVAFLLVYREKSNYVGATFQGKMCDANYAGGVVLHPR.... Result: 0 (no interaction). (6) The miRNA is mmu-miR-1936 with sequence UAACUGACCUGCUGUGAACUGGC. The protein sequence of the target gene is MSAFLHHCPFLKSSPGPSARKVATYLNLADRCPIIVRQISAKAAQSSEQNGLLPHKEPKRQLATTATQVAVSMSQSCPFVSSKIGLVKASPQVQEDVQPNLENQDTSGLISSLFSGLQSHQSTGPTHLLQDNFNRPTFSYDEFFTQKIVEKKKDHTYRIFKTVNRFAEVFPFAEDYSIAGRLGSQVSVWCSNDYLGMSRHPRVVKAIGDALKKHGAGAGGTRNISGTSNYHVALENELARLHQKDGALVFSSCFVANDSTLFTLAKMLPGCEIYSDMGNHASMIQGIRNSGAKRFIFRHN.... Result: 0 (no interaction).